This data is from Full USPTO retrosynthesis dataset with 1.9M reactions from patents (1976-2016). The task is: Predict the reactants needed to synthesize the given product. (1) Given the product [CH3:23][NH:24][CH2:1][C:3]1[CH:7]=[C:6]([NH:8][C:9](=[O:16])[C:10]2[CH:15]=[CH:14][CH:13]=[CH:12][CH:11]=2)[N:5]([C:17]2[CH:22]=[CH:21][CH:20]=[CH:19][CH:18]=2)[N:4]=1, predict the reactants needed to synthesize it. The reactants are: [CH:1]([C:3]1[CH:7]=[C:6]([NH:8][C:9](=[O:16])[C:10]2[CH:15]=[CH:14][CH:13]=[CH:12][CH:11]=2)[N:5]([C:17]2[CH:22]=[CH:21][CH:20]=[CH:19][CH:18]=2)[N:4]=1)=O.[CH3:23][NH2:24].CO. (2) The reactants are: [CH3:1][C:2]1[CH:7]=[C:6]([N+:8]([O-:10])=[O:9])[CH:5]=[CH:4][C:3]=1[N:11]=[C:12]1[S:16][CH2:15][C:14]2([CH2:20][CH2:19][CH2:18][CH2:17]2)[NH:13]1.[CH2:21](Br)[CH:22]([CH3:24])[CH3:23]. Given the product [CH2:21]([N:13]1[C:14]2([CH2:17][CH2:18][CH2:19][CH2:20]2)[CH2:15][S:16][C:12]1=[N:11][C:3]1[CH:4]=[CH:5][C:6]([N+:8]([O-:10])=[O:9])=[CH:7][C:2]=1[CH3:1])[CH:22]([CH3:24])[CH3:23], predict the reactants needed to synthesize it. (3) Given the product [Cl:1][CH2:2][C:3]([NH:7][CH:8]1[C:17](=[O:18])[C:16]2[C:11](=[CH:12][CH:13]=[CH:14][CH:15]=2)[O:10][CH2:9]1)=[O:4], predict the reactants needed to synthesize it. The reactants are: [Cl:1][CH2:2][C:3](Cl)=[O:4].Cl.[NH2:7][CH:8]1[C:17](=[O:18])[C:16]2[C:11](=[CH:12][CH:13]=[CH:14][CH:15]=2)[O:10][CH2:9]1.C(N(CC)CC)C.